This data is from Full USPTO retrosynthesis dataset with 1.9M reactions from patents (1976-2016). The task is: Predict the reactants needed to synthesize the given product. (1) Given the product [Si:1]([O:8][CH2:9][CH2:10][NH:11][S:12]([C:15]([C:16]1[CH:21]=[CH:20][CH:19]=[CH:18][CH:17]=1)=[CH2:23])(=[O:14])=[O:13])([C:4]([CH3:7])([CH3:6])[CH3:5])([CH3:3])[CH3:2], predict the reactants needed to synthesize it. The reactants are: [Si:1]([O:8][CH2:9][CH2:10][NH:11][S:12]([CH2:15][C:16]1[CH:21]=[CH:20][CH:19]=[CH:18][CH:17]=1)(=[O:14])=[O:13])([C:4]([CH3:7])([CH3:6])[CH3:5])([CH3:3])[CH3:2].[Li][CH2:23]CCC.ClCI. (2) The reactants are: [C:1]([O:5][C:6]([N:8]1[CH2:12][CH2:11][C@H:10]([O:13]S(C)(=O)=O)[C@H:9]1[C:18]([N:20]1[CH2:26][CH2:25][CH2:24][N:23]([CH:27]2[CH2:30][CH2:29][CH2:28]2)[CH2:22][CH2:21]1)=[O:19])=[O:7])([CH3:4])([CH3:3])[CH3:2].[F:31][C:32]1[CH:33]=[C:34](O)[CH:35]=[CH:36][CH:37]=1.C([O-])([O-])=O.[K+].[K+]. Given the product [C:1]([O:5][C:6]([N:8]1[CH2:12][CH2:11][C@@H:10]([O:13][C:36]2[CH:35]=[CH:34][CH:33]=[C:32]([F:31])[CH:37]=2)[C@H:9]1[C:18]([N:20]1[CH2:26][CH2:25][CH2:24][N:23]([CH:27]2[CH2:30][CH2:29][CH2:28]2)[CH2:22][CH2:21]1)=[O:19])=[O:7])([CH3:4])([CH3:3])[CH3:2], predict the reactants needed to synthesize it. (3) The reactants are: [F:1][C:2]([F:16])([F:15])[C:3]([F:14])([F:13])[C:4]([F:12])([F:11])[C:5]([F:10])([F:9])[CH2:6][CH2:7]I.[Li]C(C)(C)C.Cl[SiH:23]([CH:27]([CH3:29])[CH3:28])[CH:24]([CH3:26])[CH3:25].O. Given the product [CH:24]([SiH:23]([CH:27]([CH3:29])[CH3:28])[CH2:7][CH2:6][C:5]([F:10])([F:9])[C:4]([F:12])([F:11])[C:3]([F:14])([F:13])[C:2]([F:16])([F:15])[F:1])([CH3:26])[CH3:25], predict the reactants needed to synthesize it. (4) Given the product [NH2:15][C:10]1[O:11][CH2:12][C@H:13]([F:14])[C@:8]([C:6]2[CH:7]=[C:2]([NH:1][C:27]([C:24]3[CH:23]=[CH:22][C:21]([O:20][CH:19]([F:30])[F:18])=[CH:26][N:25]=3)=[O:28])[CH:3]=[CH:4][C:5]=2[F:17])([CH3:16])[N:9]=1, predict the reactants needed to synthesize it. The reactants are: [NH2:1][C:2]1[CH:3]=[CH:4][C:5]([F:17])=[C:6]([C@:8]2([CH3:16])[C@@H:13]([F:14])[CH2:12][O:11][C:10]([NH2:15])=[N:9]2)[CH:7]=1.[F:18][CH:19]([F:30])[O:20][C:21]1[CH:22]=[CH:23][C:24]([C:27](O)=[O:28])=[N:25][CH:26]=1. (5) The reactants are: [C:1]([O:5][C:6]([N:8]1[CH2:12][C@H:11]([OH:13])[CH2:10][C@@H:9]1[C:14]([OH:16])=O)=[O:7])([CH3:4])([CH3:3])[CH3:2].CC[N:19]=C=NCCCN(C)C.Cl.C1C=C2N=NN(O)C2=CC=1.O.N.S([O-])([O-])(=O)=O.[Na+].[Na+]. Given the product [C:14]([C@H:9]1[CH2:10][C@@H:11]([OH:13])[CH2:12][N:8]1[C:6]([O:5][C:1]([CH3:4])([CH3:3])[CH3:2])=[O:7])(=[O:16])[NH2:19], predict the reactants needed to synthesize it. (6) Given the product [F:11][C:9]1[N:8]=[C:7]2[C:3]([N:4]=[CH:5][NH:6]2)=[C:2]([NH:12][CH2:13][C:14]2[CH:19]=[CH:18][N:17]=[CH:16][CH:15]=2)[N:10]=1, predict the reactants needed to synthesize it. The reactants are: Cl[C:2]1[N:10]=[C:9]([F:11])[N:8]=[C:7]2[C:3]=1[N:4]=[CH:5][NH:6]2.[NH2:12][CH2:13][C:14]1[CH:19]=[CH:18][N:17]=[CH:16][CH:15]=1. (7) Given the product [CH3:19][O:20][C:21]1[CH:28]=[CH:27][C:24](/[CH:25]=[CH:8]/[C:7]2[CH:6]=[CH:5][C:4]([N+:1]([O-:3])=[O:2])=[CH:18][CH:17]=2)=[CH:23][CH:22]=1, predict the reactants needed to synthesize it. The reactants are: [N+:1]([C:4]1[CH:18]=[CH:17][C:7]([CH2:8]P(=O)(OCC)OCC)=[CH:6][CH:5]=1)([O-:3])=[O:2].[CH3:19][O:20][C:21]1[CH:28]=[CH:27][C:24]([CH:25]=O)=[CH:23][CH:22]=1. (8) Given the product [CH2:1]([N:8]1[CH2:12][CH2:11][CH:10]([O:13][C:14]2[C:15]([C:30]3[CH:31]=[CH:32][N:27]=[CH:28][CH:29]=3)=[N:16][CH:17]=[CH:18][CH:19]=2)[CH2:9]1)[C:2]1[CH:7]=[CH:6][CH:5]=[CH:4][CH:3]=1, predict the reactants needed to synthesize it. The reactants are: [CH2:1]([N:8]1[CH2:12][CH2:11][CH:10]([O:13][C:14]2[C:15](Cl)=[N:16][CH:17]=[CH:18][CH:19]=2)[CH2:9]1)[C:2]1[CH:7]=[CH:6][CH:5]=[CH:4][CH:3]=1.C(=O)([O-])[O-].[Na+].[Na+].[N:27]1[CH:32]=[CH:31][C:30](B(O)O)=[CH:29][CH:28]=1.COCCOC.